From a dataset of Reaction yield outcomes from USPTO patents with 853,638 reactions. Predict the reaction yield, written as a fraction of the theoretical maximum amount of product (1.0 means a 100% yield; for example, 0.34 means a 34% yield). (1) The reactants are [NH2:1][C:2]1[CH:9]=[CH:8][CH:7]=[CH:6][C:3]=1[CH2:4][NH2:5].[N:10]1[C:19]2[C:18](=O)[CH2:17][CH2:16][CH2:15][C:14]=2[CH:13]=[CH:12][CH:11]=1. The yield is 0.520. The catalyst is C(Cl)Cl. The product is [N:10]1[C:19]2[CH:18]([NH:5][CH2:4][C:3]3[CH:6]=[CH:7][CH:8]=[CH:9][C:2]=3[NH2:1])[CH2:17][CH2:16][CH2:15][C:14]=2[CH:13]=[CH:12][CH:11]=1. (2) The reactants are [NH:1]1[C:5](=[O:6])[CH:4]=[CH:3][C:2]1=[O:7].FC(F)(F)C(O)=O.[CH2:15]([N:22]([CH2:28]OC)[CH2:23][Si](C)(C)C)[C:16]1[CH:21]=[CH:20][CH:19]=[CH:18][CH:17]=1. The catalyst is ClCCl. The product is [CH2:15]([N:22]1[CH2:28][C@@H:3]2[C:2](=[O:7])[NH:1][C:5](=[O:6])[C@@H:4]2[CH2:23]1)[C:16]1[CH:21]=[CH:20][CH:19]=[CH:18][CH:17]=1. The yield is 0.310. (3) The reactants are CO[C:3]([C:5]1[C:6](=[O:18])[N:7]([CH3:17])[C:8]2[C:13]([C:14]=1[OH:15])=[C:12]([Cl:16])[CH:11]=[CH:10][CH:9]=2)=[O:4].[CH2:19]([NH:21][C:22]1[CH:27]=[CH:26][CH:25]=[CH:24][CH:23]=1)[CH3:20].CCCCCCC. The catalyst is CO. The product is [CH3:20][CH2:19][N:21]([C:3]([C:5]1[C:6](=[O:18])[N:7]([CH3:17])[C:8]2[CH:9]=[CH:10][CH:11]=[C:12]([Cl:16])[C:13]=2[C:14]=1[OH:15])=[O:4])[C:22]1[CH:23]=[CH:24][CH:25]=[CH:26][CH:27]=1. The yield is 0.980. (4) The reactants are Cl[C:2]1[C:11]2[C:6](=[CH:7][C:8]([S:12]([O:15][C:16]3[C:21]([F:22])=[C:20]([F:23])[C:19]([F:24])=[C:18]([F:25])[C:17]=3[F:26])(=[O:14])=[O:13])=[CH:9][CH:10]=2)[CH:5]=[CH:4][N:3]=1.[Cl:27][C:28]1[CH:35]=[C:34]([O:36][CH3:37])[C:33](B2OC(C)(C)C(C)(C)O2)=[CH:32][C:29]=1[C:30]#[N:31].P([O-])([O-])([O-])=O.[K+].[K+].[K+]. The catalyst is O1CCOCC1.O.C(C1C(C(C)(C)C)=C([Pd]Cl)C=CC=1NC)(C)(C)C. The product is [Cl:27][C:28]1[C:29]([C:30]#[N:31])=[CH:32][C:33]([C:2]2[C:11]3[C:6](=[CH:7][C:8]([S:12]([O:15][C:16]4[C:17]([F:26])=[C:18]([F:25])[C:19]([F:24])=[C:20]([F:23])[C:21]=4[F:22])(=[O:14])=[O:13])=[CH:9][CH:10]=3)[CH:5]=[CH:4][N:3]=2)=[C:34]([O:36][CH3:37])[CH:35]=1. The yield is 0.429.